This data is from Reaction yield outcomes from USPTO patents with 853,638 reactions. The task is: Predict the reaction yield, written as a fraction of the theoretical maximum amount of product (1.0 means a 100% yield; for example, 0.34 means a 34% yield). (1) The reactants are O.[OH-].[Li+].[CH3:4][O:5][CH2:6][CH2:7][O:8][CH2:9][C@@H:10]([C:37]([O:39]C)=[O:38])[NH:11][C:12]([C:14]1[C:23]([NH:24][C:25]([NH:27][C:28]2[C:33]([CH3:34])=[CH:32][C:31]([CH3:35])=[CH:30][C:29]=2[CH3:36])=[O:26])=[CH:22][C:21]2[C:16](=[CH:17][CH:18]=[CH:19][CH:20]=2)[CH:15]=1)=[O:13].O.Cl. The catalyst is O1CCOCC1. The product is [CH3:4][O:5][CH2:6][CH2:7][O:8][CH2:9][C@@H:10]([C:37]([OH:39])=[O:38])[NH:11][C:12]([C:14]1[C:23]([NH:24][C:25]([NH:27][C:28]2[C:29]([CH3:36])=[CH:30][C:31]([CH3:35])=[CH:32][C:33]=2[CH3:34])=[O:26])=[CH:22][C:21]2[C:16](=[CH:17][CH:18]=[CH:19][CH:20]=2)[CH:15]=1)=[O:13]. The yield is 0.580. (2) The reactants are [CH3:1][C:2]1([CH2:6][OH:7])[CH2:5][O:4][CH2:3]1.[H-].[Na+].[N+](C1C=CC([O:19][C:20]([N:22]2[CH2:26][C@@H:25]([N:27]([CH2:40][C:41]3[CH:46]=[C:45]([C:47]([F:50])([F:49])[F:48])[CH:44]=[C:43]([C:51]([F:54])([F:53])[F:52])[CH:42]=3)[C:28]3[N:33]=[CH:32][C:31]([C:34]4[CH:35]=[N:36][N:37]([CH3:39])[CH:38]=4)=[CH:30][N:29]=3)[CH2:24][C@H:23]2[CH2:55][CH3:56])=O)=CC=1)([O-])=O. The catalyst is C1COCC1. The product is [CH3:1][C:2]1([CH2:6][O:7][C:20]([N:22]2[CH2:26][C@@H:25]([N:27]([CH2:40][C:41]3[CH:42]=[C:43]([C:51]([F:52])([F:53])[F:54])[CH:44]=[C:45]([C:47]([F:48])([F:49])[F:50])[CH:46]=3)[C:28]3[N:29]=[CH:30][C:31]([C:34]4[CH:35]=[N:36][N:37]([CH3:39])[CH:38]=4)=[CH:32][N:33]=3)[CH2:24][C@H:23]2[CH2:55][CH3:56])=[O:19])[CH2:5][O:4][CH2:3]1. The yield is 0.640. (3) The reactants are [S:1]1[CH:5]=[CH:4][N:3]=[C:2]1[N:6]1[CH2:11][CH2:10][NH:9][CH2:8][CH2:7]1.BrC1SC=CN=1.[Cl:18][C:19]1[CH:20]=[C:21]([C:25]2[CH:30]=[CH:29][C:28]([C:31](O)=[O:32])=[CH:27][CH:26]=2)[CH:22]=[CH:23][CH:24]=1.C(Cl)CCl.C1C=CC2N(O)N=NC=2C=1. The catalyst is C(Cl)Cl.O.CCOC(C)=O. The product is [Cl:18][C:19]1[CH:20]=[C:21]([C:25]2[CH:30]=[CH:29][C:28]([C:31]([N:9]3[CH2:8][CH2:7][N:6]([C:2]4[S:1][CH:5]=[CH:4][N:3]=4)[CH2:11][CH2:10]3)=[O:32])=[CH:27][CH:26]=2)[CH:22]=[CH:23][CH:24]=1. The yield is 0.640.